From a dataset of Reaction yield outcomes from USPTO patents with 853,638 reactions. Predict the reaction yield, written as a fraction of the theoretical maximum amount of product (1.0 means a 100% yield; for example, 0.34 means a 34% yield). (1) The reactants are [Br:1][C:2]1[CH:3]=[C:4]([CH:7]=[CH:8][C:9]=1F)[CH:5]=[O:6].[C:11]1([OH:17])[CH:16]=[CH:15][CH:14]=[CH:13][CH:12]=1.C(=O)([O-])[O-].[K+].[K+].O. The catalyst is CN(C)C=O. The product is [Br:1][C:2]1[CH:3]=[C:4]([CH:7]=[CH:8][C:9]=1[O:17][C:11]1[CH:16]=[CH:15][CH:14]=[CH:13][CH:12]=1)[CH:5]=[O:6]. The yield is 0.820. (2) The reactants are C(OC([N:8]([CH2:38][C:39]([O:41][C:42](C)(C)[CH3:43])=[O:40])[C:9]1[CH:14]=[CH:13][CH:12]=[C:11]([CH:15]([S:29]([C:32]2[CH:37]=[CH:36][CH:35]=[CH:34][N:33]=2)(=[O:31])=[O:30])[NH:16][CH2:17][C:18]2[CH:23]=[CH:22][C:21]([C:24]3[S:25][CH:26]=[CH:27][N:28]=3)=[CH:20][CH:19]=2)[N:10]=1)=O)(C)(C)C.Cl.C(O)C. The yield is 0.840. The product is [N:33]1[CH:34]=[CH:35][CH:36]=[CH:37][C:32]=1[S:29]([CH:15]([NH:16][CH2:17][C:18]1[CH:19]=[CH:20][C:21]([C:24]2[S:25][CH:26]=[CH:27][N:28]=2)=[CH:22][CH:23]=1)[C:11]1[N:10]=[C:9]([NH:8][CH2:38][C:39]([O:41][CH2:42][CH3:43])=[O:40])[CH:14]=[CH:13][CH:12]=1)(=[O:31])=[O:30]. No catalyst specified.